From a dataset of Full USPTO retrosynthesis dataset with 1.9M reactions from patents (1976-2016). Predict the reactants needed to synthesize the given product. (1) The reactants are: [CH3:1][C:2]1[CH:22]=[CH:21][C:20]([CH3:23])=[CH:19][C:3]=1[O:4][CH2:5][C:6]1[CH:11]=[CH:10][CH:9]=[CH:8][C:7]=1[CH:12]([O:17][CH3:18])[C:13](NC)=[O:14].CC1C=CC(C)=C[C:26]=1[O:27]CC1C=CC=CC=1C(O)C(OC)=O.CI. Given the product [CH3:1][C:2]1[CH:22]=[CH:21][C:20]([CH3:23])=[CH:19][C:3]=1[O:4][CH2:5][C:6]1[CH:11]=[CH:10][CH:9]=[CH:8][C:7]=1[CH:12]([O:17][CH3:18])[C:13]([O:27][CH3:26])=[O:14], predict the reactants needed to synthesize it. (2) Given the product [Br:1][C:2]1[N:3]=[N:4][N:5]([CH3:8])[C:6]=1[CH2:7][Br:9].[Br:9][C:10]1[C:14]([CH2:15][Br:17])=[N:13][N:12]([CH3:16])[N:11]=1, predict the reactants needed to synthesize it. The reactants are: [Br:1][C:2]1[N:3]=[N:4][N:5]([CH3:8])[C:6]=1[CH3:7].[Br:9][C:10]1[C:14]([CH3:15])=[N:13][N:12]([CH3:16])[N:11]=1.[Br:17]N1C(=O)CCC1=O.N(C(C)(C)C#N)=NC(C)(C)C#N. (3) Given the product [Cl:20][C:2]1[O:3][C:4]([CH2:13][CH2:14][C:15]([O:17][CH3:18])=[O:16])=[C:5]([C:7]2[CH:12]=[CH:11][CH:10]=[CH:9][CH:8]=2)[N:6]=1, predict the reactants needed to synthesize it. The reactants are: O=[C:2]1[N:6]=[C:5]([C:7]2[CH:12]=[CH:11][CH:10]=[CH:9][CH:8]=2)[CH:4]([CH2:13][CH2:14][C:15]([O:17][CH3:18])=[O:16])[O:3]1.O(Cl)[Cl:20]. (4) Given the product [CH:21]12[CH2:23][CH:17]([O:22]1)[CH2:18][N:19]([C:14]([C:6]1[C:7]3[C:12](=[CH:11][CH:10]=[CH:9][C:8]=3[CH3:13])[C:3]([O:2][CH3:1])=[CH:4][CH:5]=1)=[O:16])[CH2:20]2, predict the reactants needed to synthesize it. The reactants are: [CH3:1][O:2][C:3]1[C:12]2[C:7](=[C:8]([CH3:13])[CH:9]=[CH:10][CH:11]=2)[C:6]([C:14]([OH:16])=O)=[CH:5][CH:4]=1.[CH:17]12[CH2:23][CH:21]([O:22]1)[CH2:20][NH:19][CH2:18]2. (5) Given the product [CH3:16][N:14]([CH3:15])[CH:13]=[C:7]([C:6]([C:2]1[S:1][CH:5]=[CH:4][CH:3]=1)=[O:10])[C:8]#[N:9], predict the reactants needed to synthesize it. The reactants are: [S:1]1[CH:5]=[CH:4][CH:3]=[C:2]1[C:6]1[O:10][N:9]=[CH:8][CH:7]=1.CO[CH:13](OC)[N:14]([CH3:16])[CH3:15]. (6) Given the product [C:18]([CH:20]([C@H:34]1[CH2:39][CH2:38][C@H:37]([O:40][CH3:41])[CH2:36][CH2:35]1)[CH2:21][CH2:22][C:23](=[O:30])[CH2:24][CH2:25][CH2:26][CH2:27][CH2:28][CH3:29])#[N:19], predict the reactants needed to synthesize it. The reactants are: C1(C)C=CC(S([O-])(=O)=O)=CC=1.[NH+]1C=CC=CC=1.[C:18]([CH:20]([C@H:34]1[CH2:39][CH2:38][C@H:37]([O:40][CH3:41])[CH2:36][CH2:35]1)[CH2:21][CH2:22][C:23]1(OCC[O:30]1)[CH2:24][CH2:25][CH2:26][CH2:27][CH2:28][CH3:29])#[N:19]. (7) Given the product [C:1]([C:5]1[CH:6]=[CH:7][C:8]([O:15][C:16]2[C:25]3[C:20](=[CH:21][C:22]([O:28][CH3:29])=[C:23]([O:26][CH3:27])[CH:24]=3)[N:19]=[CH:18][CH:17]=2)=[C:9]([C:11](=[O:14])[CH2:12][CH3:13])[CH:10]=1)([CH3:2])([CH3:3])[CH3:4], predict the reactants needed to synthesize it. The reactants are: [C:1]([C:5]1[CH:6]=[CH:7][C:8]([O:15][C:16]2[C:25]3[C:20](=[CH:21][C:22]([O:28][CH3:29])=[C:23]([O:26][CH3:27])[CH:24]=3)[N:19]=[CH:18][CH:17]=2)=[C:9]([CH:11]([OH:14])[CH2:12][CH3:13])[CH:10]=1)([CH3:4])([CH3:3])[CH3:2].O. (8) Given the product [OH:10][N:9]=[CH:2][C:3]([NH:18][C:19]1[CH:24]=[CH:23][C:22]([CH3:25])=[CH:21][CH:20]=1)=[O:5], predict the reactants needed to synthesize it. The reactants are: Cl[C:2](Cl)(Cl)[CH:3]([OH:5])O.Cl.[NH2:9][OH:10].S([O-])([O-])(=O)=O.[Na+].[Na+].[NH2:18][C:19]1[CH:24]=[CH:23][C:22]([CH3:25])=[CH:21][CH:20]=1. (9) Given the product [CH2:1]([O:3][C:4](=[O:19])[CH2:5][CH2:6][C:7]([C:10]1[CH:15]=[CH:14][C:13]([Cl:16])=[C:12]([O:17][CH3:18])[CH:11]=1)([CH3:8])[CH3:9])[CH3:2], predict the reactants needed to synthesize it. The reactants are: [CH2:1]([O:3][C:4](=[O:19])/[CH:5]=[CH:6]/[C:7]([C:10]1[CH:15]=[CH:14][C:13]([Cl:16])=[C:12]([O:17][CH3:18])[CH:11]=1)([CH3:9])[CH3:8])[CH3:2]. (10) Given the product [CH3:13][O:11][C:10](=[O:12])[CH2:9][C:4]1[CH:5]=[C:6]([Cl:8])[CH:7]=[C:2]([Br:1])[CH:3]=1, predict the reactants needed to synthesize it. The reactants are: [Br:1][C:2]1[CH:3]=[C:4]([CH2:9][C:10]([OH:12])=[O:11])[CH:5]=[C:6]([Cl:8])[CH:7]=1.[CH3:13]O.